From a dataset of Catalyst prediction with 721,799 reactions and 888 catalyst types from USPTO. Predict which catalyst facilitates the given reaction. Reactant: C([O:3][C:4](=[O:30])[C@@H:5]([O:27][CH2:28][CH3:29])[CH2:6][C:7]1[CH:12]=[CH:11][C:10]([O:13][CH2:14][CH2:15][C:16]2[CH:21]=[CH:20][C:19]([NH:22][C:23]([O:25][CH3:26])=[O:24])=[CH:18][CH:17]=2)=[CH:9][CH:8]=1)C.[OH-].[Li+].Cl. Product: [CH2:28]([O:27][C@@H:5]([CH2:6][C:7]1[CH:12]=[CH:11][C:10]([O:13][CH2:14][CH2:15][C:16]2[CH:17]=[CH:18][C:19]([NH:22][C:23]([O:25][CH3:26])=[O:24])=[CH:20][CH:21]=2)=[CH:9][CH:8]=1)[C:4]([OH:30])=[O:3])[CH3:29]. The catalyst class is: 30.